From a dataset of Full USPTO retrosynthesis dataset with 1.9M reactions from patents (1976-2016). Predict the reactants needed to synthesize the given product. Given the product [CH2:1]([O:8][C:9]1[CH:14]=[C:13]([O:15][CH3:16])[CH:12]=[CH:11][C:10]=1[NH2:17])[C:2]1[CH:3]=[CH:4][CH:5]=[CH:6][CH:7]=1, predict the reactants needed to synthesize it. The reactants are: [CH2:1]([O:8][C:9]1[CH:14]=[C:13]([O:15][CH3:16])[CH:12]=[CH:11][C:10]=1[N+:17]([O-])=O)[C:2]1[CH:7]=[CH:6][CH:5]=[CH:4][CH:3]=1.